Dataset: Peptide-MHC class II binding affinity with 134,281 pairs from IEDB. Task: Regression. Given a peptide amino acid sequence and an MHC pseudo amino acid sequence, predict their binding affinity value. This is MHC class II binding data. (1) The peptide sequence is TWHYDDENPYKTWAYHG. The MHC is DRB1_0802 with pseudo-sequence DRB1_0802. The binding affinity (normalized) is 0.331. (2) The peptide sequence is PAGVCPTIGVGGNFA. The MHC is HLA-DQA10104-DQB10503 with pseudo-sequence HLA-DQA10104-DQB10503. The binding affinity (normalized) is 0.0760. (3) The peptide sequence is MVGTILEMLGTRLDQ. The MHC is HLA-DPA10301-DPB10402 with pseudo-sequence HLA-DPA10301-DPB10402. The binding affinity (normalized) is 0.806. (4) The peptide sequence is VFNYETETTSVIPAA. The MHC is DRB1_1302 with pseudo-sequence DRB1_1302. The binding affinity (normalized) is 0.262. (5) The peptide sequence is WPDLDLKPGAAWTVY. The MHC is DRB1_0301 with pseudo-sequence DRB1_0301. The binding affinity (normalized) is 0.383. (6) The peptide sequence is HYPLHLRYYRITYGE. The MHC is DRB1_1101 with pseudo-sequence DRB1_1101. The binding affinity (normalized) is 0.302. (7) The peptide sequence is MKRPSREKQDKKIFTE. The MHC is HLA-DPA10103-DPB10401 with pseudo-sequence HLA-DPA10103-DPB10401. The binding affinity (normalized) is 0. (8) The peptide sequence is RWLLLNVTSEDLGKT. The MHC is DRB1_0701 with pseudo-sequence DRB1_0701. The binding affinity (normalized) is 0.566.